From a dataset of Full USPTO retrosynthesis dataset with 1.9M reactions from patents (1976-2016). Predict the reactants needed to synthesize the given product. (1) Given the product [C:17]([O:16][C:12](=[O:15])/[CH:13]=[CH:14]/[C:2]1[CH:3]=[C:4]([CH2:8][C:9]([OH:11])=[O:10])[CH:5]=[CH:6][CH:7]=1)([CH3:20])([CH3:19])[CH3:18], predict the reactants needed to synthesize it. The reactants are: Br[C:2]1[CH:3]=[C:4]([CH2:8][C:9]([OH:11])=[O:10])[CH:5]=[CH:6][CH:7]=1.[C:12]([O:16][C:17]([CH3:20])([CH3:19])[CH3:18])(=[O:15])[CH:13]=[CH2:14].C(N(CC)CC)C.C1(C)C=CC=CC=1P(C1C=CC=CC=1C)C1C=CC=CC=1C. (2) Given the product [Br:7][C:8]1[CH:9]=[C:10]([C:14]2[C:23]3[C:18](=[CH:19][C:20]([Cl:25])=[C:21]([CH3:24])[CH:22]=3)[O:17][C:16](=[O:26])[C:15]=2[CH2:27][C:28]([NH:36][C:35]2[CH:37]=[CH:38][C:32]([F:31])=[CH:33][C:34]=2[C:39]([F:42])([F:40])[F:41])=[O:29])[CH:11]=[CH:12][CH:13]=1, predict the reactants needed to synthesize it. The reactants are: C(Cl)(=O)C(Cl)=O.[Br:7][C:8]1[CH:9]=[C:10]([C:14]2[C:23]3[C:18](=[CH:19][C:20]([Cl:25])=[C:21]([CH3:24])[CH:22]=3)[O:17][C:16](=[O:26])[C:15]=2[CH2:27][C:28](O)=[O:29])[CH:11]=[CH:12][CH:13]=1.[F:31][C:32]1[CH:38]=[CH:37][C:35]([NH2:36])=[C:34]([C:39]([F:42])([F:41])[F:40])[CH:33]=1.[H-].[Na+].